Predict the product of the given reaction. From a dataset of Forward reaction prediction with 1.9M reactions from USPTO patents (1976-2016). (1) Given the reactants [N:1]([CH:4](CC)[CH2:5][O:6][N:7]1[C:15](=[O:16])[C:14]2[C:9](=[CH:10][CH:11]=[CH:12][CH:13]=2)[C:8]1=[O:17])=[N+:2]=[N-:3].[C:20]([NH:27][CH2:28][C:29]#[CH:30])([O:22][C:23]([CH3:26])([CH3:25])[CH3:24])=[O:21].O=[C:32]1O[C@H]([C@H](CO)O)C([O-])=[C:33]1O.[Na+].C(Cl)Cl, predict the reaction product. The product is: [O:16]=[C:15]1[C:14]2[C:9](=[CH:10][CH:11]=[CH:12][CH:13]=2)[C:8](=[O:17])[N:7]1[O:6][CH:5]([CH2:32][CH3:33])[CH2:4][N:1]1[CH:30]=[C:29]([CH2:28][NH:27][C:20](=[O:21])[O:22][C:23]([CH3:24])([CH3:25])[CH3:26])[N:3]=[N:2]1. (2) Given the reactants CCN(C(C)C)C(C)C.[CH3:10][O:11][C:12]1[C:21]([O:22][CH3:23])=[C:20]2[C:15]([CH:16]=[C:17]([C:25]([OH:27])=O)[C:18](=[O:24])[O:19]2)=[CH:14][CH:13]=1.CN(C(ON1N=NC2C=CC=NC1=2)=[N+](C)C)C.F[P-](F)(F)(F)(F)F.[N:52]1[C:53]([C:61]2[CH:62]=[C:63]([NH2:67])[CH:64]=[CH:65][CH:66]=2)=[CH:54][N:55]2[CH:60]=[CH:59][CH:58]=[CH:57][C:56]=12, predict the reaction product. The product is: [N:52]1[C:53]([C:61]2[CH:62]=[C:63]([NH:67][C:25]([C:17]3[C:18](=[O:24])[O:19][C:20]4[C:15]([CH:16]=3)=[CH:14][CH:13]=[C:12]([O:11][CH3:10])[C:21]=4[O:22][CH3:23])=[O:27])[CH:64]=[CH:65][CH:66]=2)=[CH:54][N:55]2[CH:60]=[CH:59][CH:58]=[CH:57][C:56]=12. (3) Given the reactants Cl[C:2](OC(Cl)(Cl)Cl)=[O:3].[CH3:9][O:10][C:11]1[CH:27]=[CH:26][C:14]([CH2:15][NH:16][C:17]2[N:25]=[CH:24][CH:23]=[CH:22][C:18]=2[C:19]([OH:21])=[O:20])=[CH:13][CH:12]=1, predict the reaction product. The product is: [CH3:9][O:10][C:11]1[CH:12]=[CH:13][C:14]([CH2:15][N:16]2[C:17]3[N:25]=[CH:24][CH:23]=[CH:22][C:18]=3[C:19](=[O:21])[O:20][C:2]2=[O:3])=[CH:26][CH:27]=1. (4) The product is: [Cl:39][C:40]1[CH:41]=[C:42]([S:46]([N:20]2[C:21]3[C:22](=[N:23][CH:24]=[CH:25][CH:26]=3)[C:18]([N:16]3[CH2:15][CH2:14][NH:13][C@H:12]([CH3:11])[CH2:17]3)=[CH:19]2)(=[O:48])=[O:47])[CH:43]=[CH:44][CH:45]=1. Given the reactants C[Si]([N-][Si](C)(C)C)(C)C.[Na+].[CH3:11][C@@H:12]1[CH2:17][N:16]([C:18]2[C:22]3=[N:23][CH:24]=[CH:25][CH:26]=[C:21]3[NH:20][CH:19]=2)[CH2:15][CH2:14][N:13]1C(OC(C)(C)C)=O.CN(CC)C.[Cl:39][C:40]1[CH:41]=[C:42]([S:46](Cl)(=[O:48])=[O:47])[CH:43]=[CH:44][CH:45]=1, predict the reaction product.